From a dataset of Forward reaction prediction with 1.9M reactions from USPTO patents (1976-2016). Predict the product of the given reaction. (1) Given the reactants [OH-].[Na+].[CH2:3]1[O:7][C:6]2[CH:8]=[C:9]([OH:12])[CH:10]=[CH:11][C:5]=2[O:4]1.[CH3:13]I, predict the reaction product. The product is: [CH3:13][O:12][C:9]1[CH:10]=[CH:11][C:5]2[O:4][CH2:3][O:7][C:6]=2[CH:8]=1. (2) Given the reactants [F:1][C:2]([F:32])([F:31])[C:3]1[CH:4]=[C:5]([CH:24]=[C:25]([C:27]([F:30])([F:29])[F:28])[CH:26]=1)[CH2:6][O:7][C:8]1[CH:9]=[C:10]2[C:14](=[CH:15][CH:16]=1)[N:13](C(OC(C)(C)C)=O)[CH2:12][CH2:11]2.[ClH:33].O1CCOCC1, predict the reaction product. The product is: [ClH:33].[F:32][C:2]([F:1])([F:31])[C:3]1[CH:4]=[C:5]([CH:24]=[C:25]([C:27]([F:30])([F:28])[F:29])[CH:26]=1)[CH2:6][O:7][C:8]1[CH:9]=[C:10]2[C:14](=[CH:15][CH:16]=1)[NH:13][CH2:12][CH2:11]2. (3) Given the reactants [C:1](Cl)(=O)C(Cl)=O.C([O:10][C:11]1[C:19]([O:20][CH3:21])=[CH:18][C:14]([C:15]([OH:17])=[O:16])=[C:13]([N+:22]([O-:24])=[O:23])[C:12]=1[O:25][CH3:26])(=O)C, predict the reaction product. The product is: [CH3:26][O:25][C:12]1[C:13]([N+:22]([O-:24])=[O:23])=[C:14]([CH:18]=[C:19]([O:20][CH3:21])[C:11]=1[OH:10])[C:15]([O:17][CH3:1])=[O:16]. (4) Given the reactants [C:1]([O:5][C:6]([N:8]1[C:12]2=[C:13]([NH:28][S:29](C3(CC=C)CC3)(=[O:31])=[O:30])[C:14]([NH:19][C:20]3[CH:25]=[CH:24][C:23]([I:26])=[CH:22][C:21]=3[F:27])=[C:15]([CH3:18])[C:16](=[O:17])[N:11]2[CH2:10][CH2:9]1)=[O:7])([CH3:4])([CH3:3])[CH3:2].C[N+]1([O-])CC[O:42][CH2:41]C1.[CH3:46]O.[CH2:48]1[CH2:52][O:51][CH2:50][CH2:49]1, predict the reaction product. The product is: [C:1]([O:5][C:6]([N:8]1[C:12]2=[C:13]([NH:28][S:29]([C:49]3([CH2:48][CH:52]([OH:51])[CH2:41][OH:42])[CH2:46][CH2:50]3)(=[O:31])=[O:30])[C:14]([NH:19][C:20]3[CH:25]=[CH:24][C:23]([I:26])=[CH:22][C:21]=3[F:27])=[C:15]([CH3:18])[C:16](=[O:17])[N:11]2[CH2:10][CH2:9]1)=[O:7])([CH3:4])([CH3:2])[CH3:3]. (5) Given the reactants Cl[C:2]1[CH:7]=[C:6]([O:8][CH2:9][CH:10]2[CH2:12][CH2:11]2)[N:5]=[C:4]([C:13]([O:15][CH3:16])=[O:14])[CH:3]=1.[CH2:17]([NH:19][C:20]([NH:22][C:23]1[CH:28]=[C:27]([C:29]2[S:30][CH:31]=[C:32]([C:34]([F:37])([F:36])[F:35])[N:33]=2)[C:26](B2OC(C)(C)C(C)(C)O2)=[CH:25][N:24]=1)=[O:21])[CH3:18].O1CCOCC1.C(=O)(O)[O-].[Na+], predict the reaction product. The product is: [CH:10]1([CH2:9][O:8][C:6]2[N:5]=[C:4]([C:13]([O:15][CH3:16])=[O:14])[CH:3]=[C:2]([C:26]3[CH:25]=[N:24][C:23]([NH:22][C:20]([NH:19][CH2:17][CH3:18])=[O:21])=[CH:28][C:27]=3[C:29]3[S:30][CH:31]=[C:32]([C:34]([F:37])([F:35])[F:36])[N:33]=3)[CH:7]=2)[CH2:12][CH2:11]1. (6) The product is: [CH2:12]([NH:8][C:5]1[CH:6]=[CH:7][C:2]([F:1])=[CH:3][CH:4]=1)[CH:11]=[CH2:10]. Given the reactants [F:1][C:2]1[CH:7]=[CH:6][C:5]([NH2:8])=[CH:4][CH:3]=1.Br[CH2:10][CH:11]=[CH2:12].C([O-])([O-])=O.[K+].[K+].O, predict the reaction product. (7) Given the reactants [CH3:1][O:2][C:3]1[CH:8]=[C:7](F)[C:6]([CH3:10])=[CH:5][C:4]=1[N+:11]([O-:13])=[O:12].[CH3:14][S:15]([CH2:18][CH2:19][CH:20]1[CH2:25][CH2:24][NH:23][CH2:22][CH2:21]1)(=[O:17])=[O:16].C([O-])([O-])=O.[K+].[K+], predict the reaction product. The product is: [CH3:10][C:6]1[CH:5]=[C:4]([N+:11]([O-:13])=[O:12])[C:3]([O:2][CH3:1])=[CH:8][C:7]=1[N:23]1[CH2:24][CH2:25][CH:20]([CH2:19][CH2:18][S:15]([CH3:14])(=[O:17])=[O:16])[CH2:21][CH2:22]1. (8) Given the reactants [NH2:1][C:2]1[CH:3]=[C:4]([OH:8])[CH:5]=[CH:6][CH:7]=1.C([O:11][C:12](=O)[C:13]([C:26]#[N:27])=[CH:14][C:15]1[CH:20]=[C:19]([O:21][CH3:22])[C:18]([O:23][CH3:24])=[C:17]([Br:25])[CH:16]=1)C, predict the reaction product. The product is: [NH2:1][C:2]1[CH:3]=[C:4]2[C:5]([C:14]([C:15]3[CH:20]=[C:19]([O:21][CH3:22])[C:18]([O:23][CH3:24])=[C:17]([Br:25])[CH:16]=3)=[C:13]([C:26]#[N:27])[C:12](=[O:11])[O:8]2)=[CH:6][CH:7]=1. (9) Given the reactants [OH:1][C:2]1([CH:13]2[CH2:18][NH:17][CH2:16][CH2:15][NH:14]2)[CH2:5][N:4]([C:6]([O:8][C:9]([CH3:12])([CH3:11])[CH3:10])=[O:7])[CH2:3]1.C(N(CC)C(C)C)(C)C.[N+:28]([C:31]1[CH:36]=[CH:35][CH:34]=[CH:33][C:32]=1[S:37](Cl)(=[O:39])=[O:38])([O-:30])=[O:29], predict the reaction product. The product is: [OH:1][C:2]1([CH:13]2[CH2:18][N:17]([S:37]([C:32]3[CH:33]=[CH:34][CH:35]=[CH:36][C:31]=3[N+:28]([O-:30])=[O:29])(=[O:38])=[O:39])[CH2:16][CH2:15][NH:14]2)[CH2:3][N:4]([C:6]([O:8][C:9]([CH3:12])([CH3:11])[CH3:10])=[O:7])[CH2:5]1. (10) Given the reactants [Br:1][C:2]1[C:7]([F:8])=[C:6]([C:9]2[CH:10]=[N:11][C:12]([C:15]([F:18])([F:17])[F:16])=[N:13][CH:14]=2)[CH:5]=[C:4]([CH3:19])[N:3]=1.C(Cl)(Cl)(Cl)Cl.C1C(=O)N([Br:32])C(=O)C1, predict the reaction product. The product is: [Br:1][C:2]1[C:7]([F:8])=[C:6]([C:9]2[CH:14]=[N:13][C:12]([C:15]([F:17])([F:18])[F:16])=[N:11][CH:10]=2)[CH:5]=[C:4]([CH2:19][Br:32])[N:3]=1.